This data is from Full USPTO retrosynthesis dataset with 1.9M reactions from patents (1976-2016). The task is: Predict the reactants needed to synthesize the given product. Given the product [CH3:14][N:15]([CH3:17])[CH:16]=[CH:9][C:8]([C:6]1[CH:5]=[C:4]([CH3:11])[N:3]=[C:2]([CH3:1])[CH:7]=1)=[O:10], predict the reactants needed to synthesize it. The reactants are: [CH3:1][C:2]1[CH:7]=[C:6]([C:8](=[O:10])[CH3:9])[CH:5]=[C:4]([CH3:11])[N:3]=1.CO[CH:14](OC)[N:15]([CH3:17])[CH3:16].